From a dataset of Forward reaction prediction with 1.9M reactions from USPTO patents (1976-2016). Predict the product of the given reaction. (1) Given the reactants [CH2:1]([O:3][C:4]1[CH:5]=[C:6]([CH:12]([NH2:18])[CH2:13][S:14]([CH3:17])(=[O:16])=[O:15])[CH:7]=[CH:8][C:9]=1[O:10][CH3:11])[CH3:2].[C:19]([NH:22][C:23]1[CH:33]=[CH:32][CH:31]=[C:25]2[C:26]([O:28][C:29](=O)[C:24]=12)=[O:27])(=[O:21])[CH3:20], predict the reaction product. The product is: [CH2:1]([O:3][C:4]1[CH:5]=[C:6]([CH:12]([N:18]2[C:29](=[O:28])[C:24]3[C:25](=[CH:31][CH:32]=[CH:33][C:23]=3[NH:22][C:19](=[O:21])[CH3:20])[C:26]2=[O:27])[CH2:13][S:14]([CH3:17])(=[O:16])=[O:15])[CH:7]=[CH:8][C:9]=1[O:10][CH3:11])[CH3:2]. (2) The product is: [CH2:29]([O:31][C:32](=[O:35])[CH2:33][NH:34][C:25]([C:9]1[N:10]=[C:11]([N:12]2[CH2:17][CH2:16][N:15]3[C:18]([C:21]([F:23])([F:24])[F:22])=[N:19][N:20]=[C:14]3[CH2:13]2)[C:6]2[CH:5]=[C:4]([CH2:1][CH2:2][CH3:3])[S:28][C:7]=2[N:8]=1)=[O:26])[CH3:30]. Given the reactants [CH2:1]([C:4]1[S:28][C:7]2[N:8]=[C:9]([C:25](O)=[O:26])[N:10]=[C:11]([N:12]3[CH2:17][CH2:16][N:15]4[C:18]([C:21]([F:24])([F:23])[F:22])=[N:19][N:20]=[C:14]4[CH2:13]3)[C:6]=2[CH:5]=1)[CH2:2][CH3:3].[CH2:29]([O:31][C:32](=[O:35])[CH2:33][NH2:34])[CH3:30].Cl.CN(C(ON1N=NC2C=CC=NC1=2)=[N+](C)C)C.F[P-](F)(F)(F)(F)F.C(N(CC)CC)C, predict the reaction product. (3) Given the reactants CON(C)[C:4]([C:6]1[CH:11]=[CH:10][C:9]([CH:12]2[CH2:17][CH2:16][N:15]([C:18]([O:20][C:21]([CH3:24])([CH3:23])[CH3:22])=[O:19])[CH2:14][CH2:13]2)=[CH:8][CH:7]=1)=[O:5].[H-].[Al+3].[Li+].[H-].[H-].[H-].O.[OH-].[Na+], predict the reaction product. The product is: [CH:4]([C:6]1[CH:11]=[CH:10][C:9]([CH:12]2[CH2:13][CH2:14][N:15]([C:18]([O:20][C:21]([CH3:24])([CH3:23])[CH3:22])=[O:19])[CH2:16][CH2:17]2)=[CH:8][CH:7]=1)=[O:5]. (4) Given the reactants [Br:1][C:2]1[CH:3]=[C:4]([S:8]([C:11]([CH:27]2[CH2:39][C:30]3[NH:31][C:32]4[CH:33]=[CH:34][C:35]([Cl:38])=[CH:36][C:37]=4[C:29]=3[CH2:28]2)([F:26])[C:12]2[O:16][C:15]([C:17]3[CH:25]=[CH:24][C:20]([C:21]([OH:23])=O)=[CH:19][CH:18]=3)=[N:14][N:13]=2)(=[O:10])=[O:9])[CH:5]=[CH:6][CH:7]=1.[NH4+].[Cl-].C[N:43]1CCOCC1.ON1C2C=CC=CC=2N=N1.CCN=C=NCCCN(C)C.Cl, predict the reaction product. The product is: [Br:1][C:2]1[CH:3]=[C:4]([S:8]([C:11]([CH:27]2[CH2:39][C:30]3[NH:31][C:32]4[CH:33]=[CH:34][C:35]([Cl:38])=[CH:36][C:37]=4[C:29]=3[CH2:28]2)([F:26])[C:12]2[O:16][C:15]([C:17]3[CH:18]=[CH:19][C:20]([C:21]([NH2:43])=[O:23])=[CH:24][CH:25]=3)=[N:14][N:13]=2)(=[O:10])=[O:9])[CH:5]=[CH:6][CH:7]=1. (5) Given the reactants [C:1]([O:5][C:6]([N:8]1[CH2:13][CH2:12][CH:11]([C:14]([OH:16])=O)[CH2:10][CH2:9]1)=[O:7])([CH3:4])([CH3:3])[CH3:2].[NH2:17][CH2:18][C:19]1[C:27]2[C:22](=[N:23][C:24]([C:41]3[CH:46]=[CH:45][C:44]([F:47])=[CH:43][CH:42]=3)=[C:25]([C:35]3[CH:40]=[CH:39][N:38]=[CH:37][CH:36]=3)[C:26]=2[C:28]2[CH:33]=[CH:32][C:31]([F:34])=[CH:30][CH:29]=2)[NH:21][N:20]=1, predict the reaction product. The product is: [F:34][C:31]1[CH:32]=[CH:33][C:28]([C:26]2[C:25]([C:35]3[CH:40]=[CH:39][N:38]=[CH:37][CH:36]=3)=[C:24]([C:41]3[CH:46]=[CH:45][C:44]([F:47])=[CH:43][CH:42]=3)[N:23]=[C:22]3[NH:21][N:20]=[C:19]([CH2:18][NH:17][C:14]([CH:11]4[CH2:10][CH2:9][N:8]([C:6]([O:5][C:1]([CH3:2])([CH3:3])[CH3:4])=[O:7])[CH2:13][CH2:12]4)=[O:16])[C:27]=23)=[CH:29][CH:30]=1.